Dataset: Forward reaction prediction with 1.9M reactions from USPTO patents (1976-2016). Task: Predict the product of the given reaction. (1) Given the reactants [O:1]1[CH2:5][CH2:4][C:3]([C:6]2[C:12]([CH3:13])=[CH:11][CH:10]=[CH:9][C:7]=2N)=[N:2]1.N(OCCCC)=O.[CH3:21][S:22]C, predict the reaction product. The product is: [CH3:13][C:12]1[CH:11]=[CH:10][CH:9]=[C:7]([S:22][CH3:21])[C:6]=1[C:3]1[CH2:4][CH2:5][O:1][N:2]=1. (2) Given the reactants [F:1][C:2]([F:12])([F:11])[O:3][C:4]1[CH:5]=[C:6]([CH:8]=[CH:9][CH:10]=1)[NH2:7].N1C=CC=CC=1.C(Cl)Cl.Cl[C:23]([O:25][C:26]1[CH:31]=[CH:30][CH:29]=[CH:28][CH:27]=1)=[O:24], predict the reaction product. The product is: [F:1][C:2]([F:11])([F:12])[O:3][C:4]1[CH:5]=[C:6]([NH:7][C:23](=[O:24])[O:25][C:26]2[CH:31]=[CH:30][CH:29]=[CH:28][CH:27]=2)[CH:8]=[CH:9][CH:10]=1. (3) Given the reactants [CH2:1]([O:3][C:4]([C:6]1[CH:10]=[CH:9][NH:8][N:7]=1)=[O:5])[CH3:2].[H-].[Na+].[F:13][CH2:14][CH2:15]Br, predict the reaction product. The product is: [CH2:1]([O:3][C:4]([C:6]1[CH:10]=[CH:9][N:8]([CH2:15][CH2:14][F:13])[N:7]=1)=[O:5])[CH3:2]. (4) Given the reactants [C:1]([N:4]1[CH2:9][CH2:8][CH:7]([NH:10][C:11](=[O:20])[C:12]2[CH:17]=[C:16]([F:18])[CH:15]=[N:14][C:13]=2Cl)[CH2:6][CH2:5]1)(=[O:3])[CH3:2].[CH3:21][S:22][C:23]1[CH:28]=[CH:27][C:26]([OH:29])=[C:25]([F:30])[CH:24]=1.C(=O)([O-])[O-].[Cs+].[Cs+], predict the reaction product. The product is: [C:1]([N:4]1[CH2:9][CH2:8][CH:7]([NH:10][C:11](=[O:20])[C:12]2[CH:17]=[C:16]([F:18])[CH:15]=[N:14][C:13]=2[O:29][C:26]2[CH:27]=[CH:28][C:23]([S:22][CH3:21])=[CH:24][C:25]=2[F:30])[CH2:6][CH2:5]1)(=[O:3])[CH3:2]. (5) Given the reactants [NH2:1][C@@H:2]([CH3:18])[CH2:3][N:4]1[CH:8]=[CH:7][C:6]([C:9]2[CH:16]=[CH:15][C:12]([C:13]#[N:14])=[C:11]([Cl:17])[CH:10]=2)=[N:5]1.[Br:19][C:20]1[O:21][CH:22]=[C:23]([C:25](O)=[O:26])[N:24]=1, predict the reaction product. The product is: [Br:19][C:20]1[O:21][CH:22]=[C:23]([C:25]([NH:1][C@@H:2]([CH3:18])[CH2:3][N:4]2[CH:8]=[CH:7][C:6]([C:9]3[CH:16]=[CH:15][C:12]([C:13]#[N:14])=[C:11]([Cl:17])[CH:10]=3)=[N:5]2)=[O:26])[N:24]=1. (6) Given the reactants [OH:1][C:2]1[CH:9]=[CH:8][C:7]([OH:10])=[CH:6][C:3]=1[CH:4]=[O:5].[O:11]1[CH:16]=[CH:15][CH2:14][CH2:13][CH2:12]1.C1(C)C=CC(S([O-])(=O)=O)=CC=1.[NH+]1C=CC=CC=1, predict the reaction product. The product is: [OH:1][C:2]1[CH:9]=[CH:8][C:7]([O:10][CH:12]2[CH2:13][CH2:14][CH2:15][CH2:16][O:11]2)=[CH:6][C:3]=1[CH:4]=[O:5]. (7) Given the reactants C[Si]([N:5]=[N+]=[N-])(C)C.[C:8]1(=[O:15])[O:14][C:12](=[O:13])[CH:11]=[C:9]1[CH3:10].C(Cl)(Cl)Cl, predict the reaction product. The product is: [CH3:10][C:9]1[NH:5][C:8](=[O:15])[O:14][C:12](=[O:13])[CH:11]=1.